From a dataset of Full USPTO retrosynthesis dataset with 1.9M reactions from patents (1976-2016). Predict the reactants needed to synthesize the given product. (1) Given the product [CH3:15][C@@:16]12[CH2:40][C@H:39]([OH:41])[CH2:38][CH2:37][C@:36]1([CH3:42])[C@@H:35]1[C@H:19]([C@H:20]3[C@:32]([CH3:43])([CH2:33][CH2:34]1)[C@@H:23]([C@H:24]([CH3:31])[CH2:25][CH2:26][CH2:27][C:28]([CH3:30])=[CH2:29])[CH2:22][CH2:21]3)[CH2:18][CH2:17]2.[CH3:15][C@@:16]12[CH2:40][C@@H:39]([OH:41])[CH2:38][CH2:37][C@:36]1([CH3:42])[C:35]1[CH2:34][CH2:33][C@@:32]3([CH3:43])[C@@H:20]([CH2:21][CH2:22][C@@H:23]3[C@H:24]([CH3:31])[CH2:25][CH2:26][CH2:27][CH:28]([CH3:30])[CH3:29])[C:19]=1[CH2:18][CH2:17]2, predict the reactants needed to synthesize it. The reactants are: CCC(C)[BH-](C(C)CC)C(C)CC.[K+].[CH3:15][C@@:16]12[CH2:40][C:39](=[O:41])[CH2:38][CH2:37][C@:36]1([CH3:42])[C:35]1[CH2:34][CH2:33][C@@:32]3([CH3:43])[C@@H:20]([CH2:21][CH2:22][C@@H:23]3[C@H:24]([CH3:31])[CH2:25][CH2:26][CH2:27][CH:28]([CH3:30])[CH3:29])[C:19]=1[CH2:18][CH2:17]2.[Cl-].[NH4+]. (2) Given the product [N:9]1[CH:10]=[CH:11][N:12]=[CH:13][C:8]=1[C:6]([NH:5][C@H:4]([C:3]([OH:21])=[O:2])[CH2:14][C:15]1[CH:16]=[CH:17][CH:18]=[CH:19][CH:20]=1)=[O:7], predict the reactants needed to synthesize it. The reactants are: C[O:2][C:3](=[O:21])[C@H:4]([CH2:14][C:15]1[CH:20]=[CH:19][CH:18]=[CH:17][CH:16]=1)[NH:5][C:6]([C:8]1[CH:13]=[N:12][CH:11]=[CH:10][N:9]=1)=[O:7].[OH-].[Na+].Cl. (3) The reactants are: [C:1]1(=[O:7])[NH:5][C:4](=[O:6])[CH2:3][CH2:2]1.B([O-])=O.[Na+].[OH-].[K+].[CH2:14](O)[CH3:15]. Given the product [CH2:14]([O:6][CH:4]1[NH:5][C:1](=[O:7])[CH2:2][CH2:3]1)[CH3:15], predict the reactants needed to synthesize it. (4) Given the product [CH3:77][C:78]1[CH2:83][CH2:82][CH:81]([C:84]([CH3:86])=[CH2:85])[CH2:80][CH:79]=1, predict the reactants needed to synthesize it. The reactants are: CCCCCCCCCCCCCCCCOC[C@@H](OC(NC)=O)COP(OCC[N+](C)(C)C)([O-])=O.C=CC1C=CC=CC=1.CC1C=C(O)C(C(CCC2C=CC3OC=CC=3C=2)=O)=C(O[C@@H]2O[C@H](O)[C@@H](O)[C@H](O)[C@H]2O)C=1.[CH3:77][C:78]1[CH2:83][CH2:82][C@@H:81]([C:84]([CH3:86])=[CH2:85])[CH2:80][CH:79]=1.C=CC1C=CC=CC=1. (5) Given the product [C:1]([O:5][C:6]([N:8]1[CH2:9][CH2:10][C:11]([C:14]#[N:15])([NH:16][C:19](=[O:20])[C:18]([F:29])([F:28])[F:17])[CH2:12][CH2:13]1)=[O:7])([CH3:4])([CH3:2])[CH3:3], predict the reactants needed to synthesize it. The reactants are: [C:1]([O:5][C:6]([N:8]1[CH2:13][CH2:12][C:11]([NH2:16])([C:14]#[N:15])[CH2:10][CH2:9]1)=[O:7])([CH3:4])([CH3:3])[CH3:2].[F:17][C:18]([F:29])([F:28])[C:19](O[C:19](=[O:20])[C:18]([F:29])([F:28])[F:17])=[O:20]. (6) Given the product [ClH:36].[N:23]12[CH2:24][CH2:25][CH:26]([CH2:27][CH2:28]1)[C@@H:21]([NH:20][C:18]([C:15]1[S:16][C:17]3[C:9]([C:5]4[CH:6]=[CH:7][CH:8]=[C:3]([NH:2][C:34]([CH:29]5[CH2:33][CH2:32][CH2:31][CH2:30]5)=[O:35])[CH:4]=4)=[CH:10][CH:11]=[CH:12][C:13]=3[CH:14]=1)=[O:19])[CH2:22]2, predict the reactants needed to synthesize it. The reactants are: Cl.[NH2:2][C:3]1[CH:4]=[C:5]([C:9]2[C:17]3[S:16][C:15]([C:18]([NH:20][C@@H:21]4[CH:26]5[CH2:27][CH2:28][N:23]([CH2:24][CH2:25]5)[CH2:22]4)=[O:19])=[CH:14][C:13]=3[CH:12]=[CH:11][CH:10]=2)[CH:6]=[CH:7][CH:8]=1.[CH:29]1([C:34]([Cl:36])=[O:35])[CH2:33][CH2:32][CH2:31][CH2:30]1.